Dataset: Antibody developability classification from SAbDab with 2,409 antibodies. Task: Regression/Classification. Given an antibody's heavy chain and light chain sequences, predict its developability. TAP uses regression for 5 developability metrics; SAbDab uses binary classification. (1) The antibody is ['1zlv', 'AVVMTQSPSTLSASVGDTITITCRASQSIETWLAWYQQKPGKAPKLLIYKASTLKTGVPSRFSGSGSGTEFTLTISGLQFDDFATYHCQHYAGYSATFGQGTRVEIK']. Result: 0 (not developable). (2) The antibody is ['EVKLEESGGGLVQPGGSMKLSCATSGFTFSDAWMDWVRQSPEKGLEWVAEIRNKANNHATYYAESVKGRFTISRDDSKRRVYLQMNTLRAEDTGIYYCTGIYYHYPWFAYWGQGTLVTVSA', 'DVVMTQTPLSLPVSLGNQASISCRSSQSLVHSNGNTYLHWYLQKPGQSPKLLIYKVSNRFSGVPDRFSGSGSGTDFTLKISRVEAEDLGVYFCSQSTHVPFTFGSGTKLEIK']. Result: 0 (not developable). (3) The antibody is ['QVQLQESGPGLVKPSETLSLTCTVSGGSISNYYWSWIRQSPGKGLEWIGYISDSESTNYNPSLKSRVIISVDTSKNQLSLKLNSVTAADSAIYYCARAQQGKRIYGMVSFGEFFYYYYMDVWGKGTTVTVSS', '5v7j_L']. Result: 0 (not developable). (4) The antibody is ['QVQLVQSGAEVKKPGSSVKVSCKASGGTFSNYAINWVRQAPGQGLEWMGNIEPYFGTANYAQKFQGRVTITADESTSTAYMELSSLRSEDTAVYYCARYFMSYKHLSDYWGQGTLVTVSS', 'DIALTQPASVSGSPGQSITISCTGTSSDVGSNNYVSWYQQHPGKAPKLMIYGGSNRPSGVSNRFSGSKSGNTASLTISGLQAEDEADYYCRSWDSNLSYSVFGGGTKLTVL']. Result: 0 (not developable). (5) The antibody is ['QVQLVQSGAEVKRPGSSVTVSCKASGGSFSTYALSWVRQAPGRGLEWMGGVIPLLTITNYAPRFQGRITITADRSTSTAYLELNSLRPEDTAVYYCAREGTTGWGWLGKPIGAFAHWGQGTLVTVSS', '4wy7_L']. Result: 0 (not developable). (6) The antibody is ['EVKLVESEGGLVQPGSSMKLSCTASGFTFSDYYMAWVRQVPEKGLEWVANINYDGSSTYYLDSLKGRFIISRDIAKNILYLQMSSLRCEDTATYYCARLTNGYLDVWGAGTTVTVSS', 'DVVMTQTPLSLPVSLGDQASISCRSSQSLVHSNGNTYLHWYLQKPGQSPNLLIYKVSNRFSGVPDRFSGSGSGTDFTLKISRVEAEDLGVYFCSQSTHVPTFGGGTKLEIK']. Result: 0 (not developable).